Dataset: Full USPTO retrosynthesis dataset with 1.9M reactions from patents (1976-2016). Task: Predict the reactants needed to synthesize the given product. (1) Given the product [F:12][C:13]([F:22])([F:23])[C:14]1[CH:21]=[CH:20][CH:19]=[CH:18][C:15]=1[C:16]1[NH:11][C:10]2[CH:9]=[CH:8][CH:7]=[C:3]([C:4]([OH:6])=[O:5])[C:2]=2[N:1]=1, predict the reactants needed to synthesize it. The reactants are: [NH2:1][C:2]1[C:10]([NH2:11])=[CH:9][CH:8]=[CH:7][C:3]=1[C:4]([OH:6])=[O:5].[F:12][C:13]([F:23])([F:22])[C:14]1[CH:21]=[CH:20][CH:19]=[CH:18][C:15]=1[CH:16]=O.S(S([O-])=O)([O-])(=O)=O.[Na+].[Na+]. (2) Given the product [N:35]([C@@H:22]1[CH2:23][C@H:20]([N:18]2[CH:19]=[C:15]([NH:14][C:12](=[O:13])[CH2:11][C:1]3[C:10]4[C:5](=[CH:6][CH:7]=[CH:8][CH:9]=4)[CH:4]=[CH:3][CH:2]=3)[N:16]=[CH:17]2)[CH2:21]1)=[N+:36]=[N-:37], predict the reactants needed to synthesize it. The reactants are: [C:1]1([CH2:11][C:12]([NH:14][C:15]2[N:16]=[CH:17][N:18]([C@H:20]3[CH2:23][C@H:22](OS(C4C=CC(C)=CC=4)(=O)=O)[CH2:21]3)[CH:19]=2)=[O:13])[C:10]2[C:5](=[CH:6][CH:7]=[CH:8][CH:9]=2)[CH:4]=[CH:3][CH:2]=1.[N-:35]=[N+:36]=[N-:37].[Na+].C(Cl)(Cl)Cl. (3) Given the product [Br:1][C:2]1[C:3]([C:17]([OH:19])=[O:18])=[N:4][C:5]([Cl:16])=[CH:6][C:7]=1[N:8]([CH3:15])[CH:9]1[CH2:10][CH2:11][O:12][CH2:13][CH2:14]1, predict the reactants needed to synthesize it. The reactants are: [Br:1][C:2]1[C:3]([C:17]([O:19]C)=[O:18])=[N:4][C:5]([Cl:16])=[CH:6][C:7]=1[N:8]([CH3:15])[CH:9]1[CH2:14][CH2:13][O:12][CH2:11][CH2:10]1.[OH-].[Na+]. (4) Given the product [Br:1][C:2]1[C:3]([CH3:9])=[N:4][C:5]([N:11]2[CH2:15][CH2:14][C@H:13]([C:16]([OH:18])=[O:17])[CH2:12]2)=[N:6][CH:7]=1, predict the reactants needed to synthesize it. The reactants are: [Br:1][C:2]1[C:3]([CH3:9])=[N:4][C:5](Cl)=[N:6][CH:7]=1.Cl.[NH:11]1[CH2:15][CH2:14][C@H:13]([C:16]([OH:18])=[O:17])[CH2:12]1.CCN(CC)CC. (5) Given the product [F:12][C:13]1[C:14]([OH:32])=[CH:15][CH:16]=[C:17]2[C:21]=1[C:20](=[O:22])[N:19]([CH2:23][C@H:24]1[CH2:29][CH2:28][C@H:27]([CH:30]=[O:31])[CH2:26][CH2:25]1)[CH2:18]2, predict the reactants needed to synthesize it. The reactants are: [Cr](Cl)([O-])(=O)=O.[NH+]1C=CC=CC=1.[F:12][C:13]1[C:14]([OH:32])=[CH:15][CH:16]=[C:17]2[C:21]=1[C:20](=[O:22])[N:19]([CH2:23][C@H:24]1[CH2:29][CH2:28][C@H:27]([CH2:30][OH:31])[CH2:26][CH2:25]1)[CH2:18]2.CCOCC. (6) Given the product [F:1][C:2]1[CH:7]=[N:6][C:5]2[N:8]([C:9]3[CH:14]=[CH:13][CH:12]=[C:11]([I:15])[CH:10]=3)[C:33](=[O:34])[N:18]([C@@H:19]3[CH2:20][CH2:21][C@H:22]([NH:25][C:26](=[O:32])[O:27][C:28]([CH3:29])([CH3:31])[CH3:30])[CH2:23][CH2:24]3)[C:16](=[O:17])[C:4]=2[CH:3]=1, predict the reactants needed to synthesize it. The reactants are: [F:1][C:2]1[CH:3]=[C:4]([C:16]([NH:18][C@@H:19]2[CH2:24][CH2:23][C@H:22]([NH:25][C:26](=[O:32])[O:27][C:28]([CH3:31])([CH3:30])[CH3:29])[CH2:21][CH2:20]2)=[O:17])[C:5]([NH:8][C:9]2[CH:14]=[CH:13][CH:12]=[C:11]([I:15])[CH:10]=2)=[N:6][CH:7]=1.[C:33](N1C=CN=C1)(N1C=CN=C1)=[O:34].[H-].[Na+].O.